This data is from Peptide-MHC class II binding affinity with 134,281 pairs from IEDB. The task is: Regression. Given a peptide amino acid sequence and an MHC pseudo amino acid sequence, predict their binding affinity value. This is MHC class II binding data. (1) The peptide sequence is PEQPQQSFPEQERP. The MHC is DRB1_0301 with pseudo-sequence DRB1_0301. The binding affinity (normalized) is 0.429. (2) The peptide sequence is PDKFLANVSTVLTGK. The MHC is DRB1_1602 with pseudo-sequence DRB1_1602. The binding affinity (normalized) is 0.732. (3) The peptide sequence is LTPVTMAEVRLAAMFKK. The MHC is HLA-DQA10102-DQB10501 with pseudo-sequence HLA-DQA10102-DQB10501. The binding affinity (normalized) is 0.820. (4) The binding affinity (normalized) is 0.501. The peptide sequence is NNRIWLQFAKLTGFT. The MHC is DRB1_0901 with pseudo-sequence DRB1_0901. (5) The peptide sequence is EITGIMKDFDEPGHL. The MHC is HLA-DPA10201-DPB10501 with pseudo-sequence HLA-DPA10201-DPB10501. The binding affinity (normalized) is 0.0216.